Dataset: Catalyst prediction with 721,799 reactions and 888 catalyst types from USPTO. Task: Predict which catalyst facilitates the given reaction. (1) Reactant: O[CH:2]1[CH2:7][CH2:6][CH2:5][C:4]([CH3:13])([C:8]([O:10][CH2:11][CH3:12])=[O:9])[CH2:3]1.C1(P(C2C=CC=CC=2)C2C=CC=CC=2)C=CC=CC=1.CCOC(/N=N/C(OCC)=O)=O.C1(P([N:59]=[N+:60]=[N-:61])(C2C=CC=CC=2)=O)C=CC=CC=1. Product: [N:59]([CH:2]1[CH2:7][CH2:6][CH2:5][C:4]([CH3:13])([C:8]([O:10][CH2:11][CH3:12])=[O:9])[CH2:3]1)=[N+:60]=[N-:61]. The catalyst class is: 1. (2) Reactant: [O:1]1[C:5]2[CH:6]=[CH:7][C:8]([C:10]3[CH:11]=[C:12]([S:16]([NH:19][C:20]4[CH:29]=[CH:28][C:23]([C:24]([O:26]C)=[O:25])=[C:22]([OH:30])[CH:21]=4)(=[O:18])=[O:17])[S:13][C:14]=3[Cl:15])=[CH:9][C:4]=2[O:3][CH2:2]1.O.CCOCC. Product: [O:1]1[C:5]2[CH:6]=[CH:7][C:8]([C:10]3[CH:11]=[C:12]([S:16]([NH:19][C:20]4[CH:29]=[CH:28][C:23]([C:24]([OH:26])=[O:25])=[C:22]([OH:30])[CH:21]=4)(=[O:17])=[O:18])[S:13][C:14]=3[Cl:15])=[CH:9][C:4]=2[O:3][CH2:2]1. The catalyst class is: 74. (3) Reactant: O=[CH:2][C@@H:3]([C@H:5]([C@@H:7]([C@@H:9]([CH2:11][OH:12])[OH:10])[OH:8])[OH:6])[OH:4].[C:13]([NH:23][NH2:24])(=[O:22])[CH2:14][CH2:15][CH2:16][CH2:17][C:18]([NH:20][NH2:21])=[O:19]. Product: [OH:4][CH:3]1[CH:5]([OH:6])[CH:7]([OH:8])[CH:9]([CH2:11][OH:12])[O:10][CH:2]1[NH:24][NH:23][C:13]([CH2:14][CH2:15][CH2:16][CH2:17][C:18]([NH:20][NH2:21])=[O:19])=[O:22]. The catalyst class is: 192. (4) Reactant: [F:1][C:2]1[CH:7]=[CH:6][CH:5]=[C:4]([F:8])[C:3]=1[N:9]1[C:14]2[N:15]=[C:16]([NH:27][CH2:28][C:29](O)=[O:30])[N:17]=[C:18]([C:19]3[CH:24]=[CH:23][C:22]([F:25])=[CH:21][C:20]=3[CH3:26])[C:13]=2[CH:12]=[CH:11][C:10]1=[O:32].Cl.[NH:34]1[CH2:37][CH:36]([OH:38])[CH2:35]1.CN(C(ON1N=NC2C1=CC=CC=2)=[N+](C)C)C.F[P-](F)(F)(F)(F)F.CN1CCOCC1. Product: [F:8][C:4]1[CH:5]=[CH:6][CH:7]=[C:2]([F:1])[C:3]=1[N:9]1[C:14]2[N:15]=[C:16]([NH:27][CH2:28][C:29]([N:34]3[CH2:37][CH:36]([OH:38])[CH2:35]3)=[O:30])[N:17]=[C:18]([C:19]3[CH:24]=[CH:23][C:22]([F:25])=[CH:21][C:20]=3[CH3:26])[C:13]=2[CH:12]=[CH:11][C:10]1=[O:32]. The catalyst class is: 3. (5) Reactant: [NH:1](C(OC(C)(C)C)=O)[C@H:2]([C:8]([O:10]C(C)(C)C)=[O:9])[CH2:3][CH2:4][C:5](=[O:7])O.C1C=C2N=NN(O)C2=CC=1.O.C(N=C=NC(C)C)(C)C.[CH:42]1[C:47]([S:48]([OH:51])(=[O:50])=[O:49])=[C:46]([OH:52])[C:45]([NH2:53])=[CH:44][C:43]=1[Cl:54]. Product: [Cl:54][C:43]1[CH:42]=[C:47]([S:48]([OH:51])(=[O:49])=[O:50])[C:46]([OH:52])=[C:45]([NH:53][C:5](=[O:7])[CH2:4][CH2:3][C@@H:2]([C:8]([OH:10])=[O:9])[NH2:1])[CH:44]=1. The catalyst class is: 338. (6) Reactant: C([Si](C)(C)[N:6]1[C:10]2=[N:11][CH:12]=[C:13]([S:15][CH2:16][CH2:17][CH2:18][CH3:19])[CH:14]=[C:9]2[CH:8]=[CH:7]1)(C)(C)C.Cl.C([O-])(O)=O.[Na+]. Product: [CH2:16]([S:15][C:13]1[CH:14]=[C:9]2[CH:8]=[CH:7][NH:6][C:10]2=[N:11][CH:12]=1)[CH2:17][CH2:18][CH3:19]. The catalyst class is: 5. (7) Reactant: [CH3:1][O:2][CH2:3][CH2:4][O:5][C:6]1[CH:7]=[C:8]2[C:13](=[CH:14][C:15]=1[O:16][CH2:17][CH2:18][O:19][CH3:20])[N:12]=[CH:11][NH:10][C:9]2=O.CN(C)C=O.C(Cl)(=O)C([Cl:30])=O.O. Product: [Cl:30][C:9]1[C:8]2[C:13](=[CH:14][C:15]([O:16][CH2:17][CH2:18][O:19][CH3:20])=[C:6]([O:5][CH2:4][CH2:3][O:2][CH3:1])[CH:7]=2)[N:12]=[CH:11][N:10]=1. The catalyst class is: 4. (8) Reactant: Cl[C:2]1[CH:3]=[C:4]([CH:8]=[C:9]([C:11]([F:14])([F:13])[F:12])[N:10]=1)[C:5]([OH:7])=[O:6].[CH3:15][S-:16].[Na+].CCOC(C)=O.Cl. Product: [CH3:15][S:16][C:2]1[CH:3]=[C:4]([CH:8]=[C:9]([C:11]([F:14])([F:13])[F:12])[N:10]=1)[C:5]([OH:7])=[O:6]. The catalyst class is: 1.